This data is from Peptide-MHC class II binding affinity with 134,281 pairs from IEDB. The task is: Regression. Given a peptide amino acid sequence and an MHC pseudo amino acid sequence, predict their binding affinity value. This is MHC class II binding data. (1) The peptide sequence is EKKYFAITQFEPLAA. The MHC is HLA-DPA10201-DPB10101 with pseudo-sequence HLA-DPA10201-DPB10101. The binding affinity (normalized) is 1.00. (2) The peptide sequence is CGMFTNRSGSQQ. The MHC is DRB1_1001 with pseudo-sequence DRB1_1001. The binding affinity (normalized) is 0.162. (3) The peptide sequence is PGMMMGMFNMLSTVL. The MHC is DRB3_0101 with pseudo-sequence DRB3_0101. The binding affinity (normalized) is 0.287. (4) The peptide sequence is ACPGTSVIIDGNCDGKK. The MHC is DRB1_0901 with pseudo-sequence DRB1_0901. The binding affinity (normalized) is 0.328. (5) The peptide sequence is YEYKVQQAMSNLVLG. The MHC is DRB3_0101 with pseudo-sequence DRB3_0101. The binding affinity (normalized) is 0.375.